Dataset: Full USPTO retrosynthesis dataset with 1.9M reactions from patents (1976-2016). Task: Predict the reactants needed to synthesize the given product. (1) Given the product [Cl:1][C:2]1[C:9]([O:10][CH3:11])=[C:8]([F:12])[CH:7]=[CH:6][C:3]=1/[CH:4]=[CH:14]/[C:15]([OH:17])=[O:16], predict the reactants needed to synthesize it. The reactants are: [Cl:1][C:2]1[C:9]([O:10][CH3:11])=[C:8]([F:12])[CH:7]=[CH:6][C:3]=1[CH:4]=O.C(O)(=O)[CH2:14][C:15]([OH:17])=[O:16].N1CCCCC1. (2) The reactants are: [CH3:1][O:2][CH2:3][C:4]1[NH:8][C:7]2=[CH:9][S:10][CH:11]=[C:6]2[N:5]=1.Br[CH2:13][C:14]1[CH:33]=[CH:32][C:17]2/[C:18](=[C:28](/[CH3:31])\[C:29]#[N:30])/[C:19]3[CH:26]=[CH:25][C:24]([F:27])=[CH:23][C:20]=3[O:21][CH2:22][C:16]=2[CH:15]=1. Given the product [F:27][C:24]1[CH:25]=[CH:26][C:19]2=[C:20]([CH:23]=1)[O:21][CH2:22][C:16]1[CH:15]=[C:14]([CH2:13][N:5]3[C:6]4=[CH:11][S:10][CH:9]=[C:7]4[N:8]=[C:4]3[CH2:3][O:2][CH3:1])[CH:33]=[CH:32][C:17]=1/[C:18]/2=[C:28](/[CH3:31])\[C:29]#[N:30], predict the reactants needed to synthesize it.